This data is from NCI-60 drug combinations with 297,098 pairs across 59 cell lines. The task is: Regression. Given two drug SMILES strings and cell line genomic features, predict the synergy score measuring deviation from expected non-interaction effect. (1) Drug 1: CCCS(=O)(=O)NC1=C(C(=C(C=C1)F)C(=O)C2=CNC3=C2C=C(C=N3)C4=CC=C(C=C4)Cl)F. Drug 2: COC1=CC(=CC(=C1O)OC)C2C3C(COC3=O)C(C4=CC5=C(C=C24)OCO5)OC6C(C(C7C(O6)COC(O7)C8=CC=CS8)O)O. Cell line: SK-OV-3. Synergy scores: CSS=11.8, Synergy_ZIP=-4.58, Synergy_Bliss=-0.469, Synergy_Loewe=-17.8, Synergy_HSA=-0.996. (2) Drug 1: CN(C)C1=NC(=NC(=N1)N(C)C)N(C)C. Drug 2: CCCCCOC(=O)NC1=NC(=O)N(C=C1F)C2C(C(C(O2)C)O)O. Cell line: RXF 393. Synergy scores: CSS=-1.41, Synergy_ZIP=-0.133, Synergy_Bliss=-2.46, Synergy_Loewe=-6.33, Synergy_HSA=-5.60. (3) Drug 2: C1CN(P(=O)(OC1)NCCCl)CCCl. Drug 1: C1=NC2=C(N=C(N=C2N1C3C(C(C(O3)CO)O)F)Cl)N. Cell line: HOP-92. Synergy scores: CSS=5.26, Synergy_ZIP=1.65, Synergy_Bliss=9.73, Synergy_Loewe=-6.72, Synergy_HSA=1.27. (4) Cell line: OVCAR-5. Drug 1: C1CC(=O)NC(=O)C1N2CC3=C(C2=O)C=CC=C3N. Synergy scores: CSS=26.9, Synergy_ZIP=-4.39, Synergy_Bliss=3.41, Synergy_Loewe=0.0894, Synergy_HSA=4.77. Drug 2: CC(CN1CC(=O)NC(=O)C1)N2CC(=O)NC(=O)C2. (5) Drug 1: CC1=CC=C(C=C1)C2=CC(=NN2C3=CC=C(C=C3)S(=O)(=O)N)C(F)(F)F. Drug 2: CC1=C2C(C(=O)C3(C(CC4C(C3C(C(C2(C)C)(CC1OC(=O)C(C(C5=CC=CC=C5)NC(=O)C6=CC=CC=C6)O)O)OC(=O)C7=CC=CC=C7)(CO4)OC(=O)C)O)C)OC(=O)C. Cell line: UO-31. Synergy scores: CSS=14.2, Synergy_ZIP=-0.146, Synergy_Bliss=5.52, Synergy_Loewe=-5.43, Synergy_HSA=3.90.